Dataset: Reaction yield outcomes from USPTO patents with 853,638 reactions. Task: Predict the reaction yield, written as a fraction of the theoretical maximum amount of product (1.0 means a 100% yield; for example, 0.34 means a 34% yield). The reactants are [Cl:1][C:2]1[CH:7]=[CH:6][C:5]([NH:8][C:9](=[O:11])[CH3:10])=[CH:4][C:3]=1[C:12]#[N:13].[N+:14]([O-])([O-:16])=[O:15].[K+]. The catalyst is S(=O)(=O)(O)O. The product is [Cl:1][C:2]1[C:3]([C:12]#[N:13])=[CH:4][C:5]([NH:8][C:9](=[O:11])[CH3:10])=[C:6]([N+:14]([O-:16])=[O:15])[CH:7]=1. The yield is 0.290.